Task: Predict the product of the given reaction.. Dataset: Forward reaction prediction with 1.9M reactions from USPTO patents (1976-2016) (1) Given the reactants [NH2:1][C:2]1[CH:7]=[CH:6][C:5]([C:8]([CH:11]2[CH2:16][CH2:15][N:14]([CH2:17][C:18]3[CH:23]=[CH:22][C:21]([C:24]([OH:33])([C:29]([F:32])([F:31])[F:30])[C:25]([F:28])([F:27])[F:26])=[CH:20][CH:19]=3)[CH2:13][CH2:12]2)([OH:10])[CH3:9])=[CH:4][CH:3]=1.Cl[C:35](OC1C=CC([N+]([O-])=O)=CC=1)=[O:36].[NH2:47][CH2:48][C:49]([CH3:52])([OH:51])[CH3:50].C(N(CC)CC)C, predict the reaction product. The product is: [F:28][C:25]([F:26])([F:27])[C:24]([C:21]1[CH:22]=[CH:23][C:18]([CH2:17][N:14]2[CH2:13][CH2:12][CH:11]([C:8]([C:5]3[CH:6]=[CH:7][C:2]([NH:1][C:35]([NH:47][CH2:48][C:49]([OH:51])([CH3:52])[CH3:50])=[O:36])=[CH:3][CH:4]=3)([OH:10])[CH3:9])[CH2:16][CH2:15]2)=[CH:19][CH:20]=1)([OH:33])[C:29]([F:32])([F:30])[F:31]. (2) Given the reactants C[Al](C)C.C1(C)C=CC=CC=1.[CH3:12][N:13]([CH3:17])[CH2:14][CH2:15][NH2:16].C([O:20][C:21]([C:23]1[N:24]=[C:25]2[CH:30]=[CH:29][C:28]([C:31]3[C:35]([C:36]4[CH:41]=[CH:40][CH:39]=[C:38]([CH3:42])[N:37]=4)=[N:34][N:33]4[CH2:43][CH2:44][CH2:45][C:32]=34)=[CH:27][N:26]2[CH:46]=1)=O)C, predict the reaction product. The product is: [CH3:12][N:13]([CH3:17])[CH2:14][CH2:15][NH:16][C:21]([C:23]1[N:24]=[C:25]2[CH:30]=[CH:29][C:28]([C:31]3[C:35]([C:36]4[CH:41]=[CH:40][CH:39]=[C:38]([CH3:42])[N:37]=4)=[N:34][N:33]4[CH2:43][CH2:44][CH2:45][C:32]=34)=[CH:27][N:26]2[CH:46]=1)=[O:20]. (3) The product is: [F:1][C:2]1[CH:3]=[CH:4][C:5]([N:8]2[C:12]([C:13](=[O:15])[CH3:21])=[C:11]([CH3:18])[N:10]=[C:9]2[SH:19])=[CH:6][CH:7]=1. Given the reactants [F:1][C:2]1[CH:7]=[CH:6][C:5]([N:8]2[C:12]([C:13]([O:15]CC)=O)=[C:11]([CH3:18])[N:10]=[C:9]2[SH:19])=[CH:4][CH:3]=1.F[C:21]1C=CC(N)=CC=1.ClC(C(=O)C)C(=O)C.[S-]C#N.[K+], predict the reaction product.